From a dataset of Full USPTO retrosynthesis dataset with 1.9M reactions from patents (1976-2016). Predict the reactants needed to synthesize the given product. (1) Given the product [C:1]([O:5][C:6]([N:8]1[C:17]2[C:12](=[CH:13][C:14]([Br:29])=[CH:15][N:16]=2)[CH2:11][CH2:10][CH2:9]1)=[O:7])([CH3:4])([CH3:2])[CH3:3], predict the reactants needed to synthesize it. The reactants are: [C:1]([O:5][C:6]([N:8]1[C:17]2[C:12](=[CH:13][CH:14]=[CH:15][N:16]=2)[CH2:11][CH2:10][CH2:9]1)=[O:7])([CH3:4])([CH3:3])[CH3:2].CC(O)=O.C1C(=O)N([Br:29])C(=O)C1. (2) Given the product [NH2:1][C:2]1[C:7]([C:8]#[N:9])=[C:6]([C:10]2[CH:15]=[CH:14][C:13]([O:16][C@H:17]3[C@H:21]([O:22][Si:23]([C:26]([CH3:28])([CH3:29])[CH3:27])([CH3:25])[CH3:24])[CH2:20][O:19][CH2:18]3)=[CH:12][CH:11]=2)[C:5]([C:30]#[N:31])=[C:4]([S:32][CH2:34][C:35]2[N:36]=[C:37]([C:40]3[CH:45]=[CH:44][C:43]([Cl:46])=[CH:42][CH:41]=3)[S:38][CH:39]=2)[N:3]=1, predict the reactants needed to synthesize it. The reactants are: [NH2:1][C:2]1[C:7]([C:8]#[N:9])=[C:6]([C:10]2[CH:15]=[CH:14][C:13]([O:16][C@H:17]3[C@H:21]([O:22][Si:23]([C:26]([CH3:29])([CH3:28])[CH3:27])([CH3:25])[CH3:24])[CH2:20][O:19][CH2:18]3)=[CH:12][CH:11]=2)[C:5]([C:30]#[N:31])=[C:4]([SH:32])[N:3]=1.Cl[CH2:34][C:35]1[N:36]=[C:37]([C:40]2[CH:45]=[CH:44][C:43]([Cl:46])=[CH:42][CH:41]=2)[S:38][CH:39]=1.C(=O)([O-])[O-].[K+].[K+]. (3) Given the product [Br:1][C:2]1[CH:3]=[C:4]([CH:7]=[C:8]([CH3:10])[CH:9]=1)[CH:5]=[O:6], predict the reactants needed to synthesize it. The reactants are: [Br:1][C:2]1[CH:3]=[C:4]([CH:7]=[C:8]([CH3:10])[CH:9]=1)[CH2:5][OH:6].[Cr](Cl)([O-])(=O)=O.[NH+]1C=CC=CC=1. (4) Given the product [OH:1][C@@:2]1([C:9]#[C:10][C:11]2[CH:12]=[C:13]([C:17]3[N:22]=[C:21]([C:23]([NH2:33])=[O:24])[CH:20]=[C:19]([N:27]4[C:31]([CH3:32])=[CH:30][CH:29]=[N:28]4)[CH:18]=3)[CH:14]=[CH:15][CH:16]=2)[CH2:6][CH2:5][N:4]([CH3:7])[C:3]1=[O:8], predict the reactants needed to synthesize it. The reactants are: [OH:1][C@@:2]1([C:9]#[C:10][C:11]2[CH:12]=[C:13]([C:17]3[N:22]=[C:21]([C:23](OC)=[O:24])[CH:20]=[C:19]([N:27]4[C:31]([CH3:32])=[CH:30][CH:29]=[N:28]4)[CH:18]=3)[CH:14]=[CH:15][CH:16]=2)[CH2:6][CH2:5][N:4]([CH3:7])[C:3]1=[O:8].[NH3:33]. (5) The reactants are: Cl.Cl.[Br:3][C:4]1[CH:5]=[C:6]([CH:37]=[C:38]([C:40]([F:43])([F:42])[F:41])[CH:39]=1)[C:7]([N:9]([CH2:11][C@H:12]([C:30]1[CH:35]=[CH:34][C:33]([F:36])=[CH:32][CH:31]=1)[CH2:13][CH2:14][N:15]1[CH2:18][CH:17]([N:19]2[CH2:24][CH2:23][N:22]3[C:25](=[O:29])[CH2:26]C[CH2:28][CH:21]3[CH2:20]2)[CH2:16]1)[CH3:10])=[O:8].N1CC(N2CCN3[C@H](C[O:52]CC3=O)C2)C1.C([BH3-])#N.[Na+]. Given the product [Br:3][C:4]1[CH:5]=[C:6]([CH:37]=[C:38]([C:40]([F:42])([F:41])[F:43])[CH:39]=1)[C:7]([N:9]([CH2:11][C@H:12]([C:30]1[CH:31]=[CH:32][C:33]([F:36])=[CH:34][CH:35]=1)[CH2:13][CH2:14][N:15]1[CH2:18][CH:17]([N:19]2[CH2:24][CH2:23][N:22]3[C@H:21]([CH2:28][O:52][CH2:26][C:25]3=[O:29])[CH2:20]2)[CH2:16]1)[CH3:10])=[O:8], predict the reactants needed to synthesize it. (6) Given the product [F:42][C:2]([F:1])([F:43])[CH2:3][N:4]1[C:8]([C:9]2[S:10][C:11]3[CH2:12][CH2:13][O:14][C:15]4[CH:22]=[C:21]([C:23]5[CH:24]=[N:25][N:26]([CH2:28][CH2:29][NH2:30])[CH:27]=5)[CH:20]=[CH:19][C:16]=4[C:17]=3[N:18]=2)=[N:7][CH:6]=[N:5]1, predict the reactants needed to synthesize it. The reactants are: [F:1][C:2]([F:43])([F:42])[CH2:3][N:4]1[C:8]([C:9]2[S:10][C:11]3[CH2:12][CH2:13][O:14][C:15]4[CH:22]=[C:21]([C:23]5[CH:24]=[N:25][N:26]([CH2:28][CH2:29][NH:30]C(=O)C6C(=CC=CC=6)C(O)=O)[CH:27]=5)[CH:20]=[CH:19][C:16]=4[C:17]=3[N:18]=2)=[N:7][CH:6]=[N:5]1.C(O)C.NN. (7) Given the product [NH2:1][C:2]1[C:7]([C:8]([O:10][CH3:11])=[O:9])=[C:6]2[O:12][CH2:13][C@H:14]3[CH2:18][CH2:17][CH2:16][N:15]3[C:5]2=[CH:4][CH:3]=1, predict the reactants needed to synthesize it. The reactants are: [NH2:1][C:2]1[C:7]([C:8]([O:10][CH3:11])=[O:9])=[C:6]([O:12][CH2:13][C@H:14]2[CH2:18][CH2:17][CH2:16][NH:15]2)[C:5](Br)=[CH:4][CH:3]=1.C1(P(C2C=CC=CC=2)C2C=CC3C(=CC=CC=3)C=2C2C3C(=CC=CC=3)C=CC=2P(C2C=CC=CC=2)C2C=CC=CC=2)C=CC=CC=1.C(=O)([O-])[O-].[Cs+].[Cs+]. (8) Given the product [F:59][CH2:60][CH2:61][NH:62][C:24]([C:17]1[C:18]2=[N:19][CH:20]=[CH:21][CH:22]=[C:23]2[N:15]([CH2:14][C:3]2[C:2]([CH3:1])=[C:7]([O:8][CH2:9][C:10]([F:12])([F:11])[F:13])[CH:6]=[CH:5][N:4]=2)[CH:16]=1)=[O:25], predict the reactants needed to synthesize it. The reactants are: [CH3:1][C:2]1[C:3]([CH2:14][N:15]2[C:23]3[C:18](=[N:19][CH:20]=[CH:21][CH:22]=3)[C:17]([C:24](O)=[O:25])=[CH:16]2)=[N:4][CH:5]=[CH:6][C:7]=1[O:8][CH2:9][C:10]([F:13])([F:12])[F:11].C(N(CC)CC)C.CCCP1(OP(CCC)(=O)OP(CCC)(=O)O1)=O.C(OCC)(=O)C.Cl.[F:59][CH2:60][CH2:61][NH2:62].